The task is: Predict the product of the given reaction.. This data is from Forward reaction prediction with 1.9M reactions from USPTO patents (1976-2016). (1) Given the reactants [CH3:1][O:2][C:3]1[CH:28]=[CH:27][C:6]([CH2:7][N:8]2[N:12]=[N:11][C:10]([C:13]3[C:18](=[O:19])[N:17]4[CH:20]=[CH:21][C:22]([C:24](O)=[O:25])=[CH:23][C:16]4=[N:15][CH:14]=3)=[N:9]2)=[CH:5][CH:4]=1.C1N=CN(C(N2C=NC=C2)=O)C=1.Br.[CH:42]([C:45]1[N:46]=[C:47]([NH2:50])[S:48][CH:49]=1)([CH3:44])[CH3:43].Cl, predict the reaction product. The product is: [CH:42]([C:45]1[N:46]=[C:47]([NH:50][C:24]([C:22]2[CH:21]=[CH:20][N:17]3[C:18](=[O:19])[C:13]([C:10]4[N:11]=[N:12][N:8]([CH2:7][C:6]5[CH:5]=[CH:4][C:3]([O:2][CH3:1])=[CH:28][CH:27]=5)[N:9]=4)=[CH:14][N:15]=[C:16]3[CH:23]=2)=[O:25])[S:48][CH:49]=1)([CH3:44])[CH3:43]. (2) Given the reactants Cl[C:2]1[CH:10]=[CH:9][N:8]=[C:7]2[C:3]=1[CH:4]=[CH:5][NH:6]2.[OH-:11].[Na+].[CH3:13]O, predict the reaction product. The product is: [CH3:13][O:11][C:2]1[CH:10]=[CH:9][N:8]=[C:7]2[C:3]=1[CH:4]=[CH:5][NH:6]2. (3) Given the reactants [Cl:1][C:2]1[CH:7]=[C:6]2[NH:8][C:9](=[O:29])[C:10]3([CH:15]([C:16]4[CH:21]=[CH:20][CH:19]=[C:18]([Cl:22])[CH:17]=4)[CH2:14][C:13](=[O:23])[NH:12][CH:11]3[C:24]3[CH2:28][CH2:27][CH2:26][CH:25]=3)[C:5]2=[CH:4][CH:3]=1, predict the reaction product. The product is: [Cl:1][C:2]1[CH:7]=[C:6]2[NH:8][C:9](=[O:29])[C:10]3([CH:15]([C:16]4[CH:21]=[CH:20][CH:19]=[C:18]([Cl:22])[CH:17]=4)[CH2:14][C:13](=[O:23])[NH:12][CH:11]3[CH:24]3[CH2:28][CH2:27][CH2:26][CH2:25]3)[C:5]2=[CH:4][CH:3]=1. (4) Given the reactants C(O)(=O)C.[NH2:5][CH2:6][C@H:7]([OH:20])[CH2:8][O:9][C:10]1[C:18]2[NH:17][C:16](=[O:19])[NH:15][C:14]=2[CH:13]=[CH:12][CH:11]=1.O=[C:22]1[CH2:27][CH2:26][N:25]([C:28]2[CH:33]=[CH:32][C:31]([S:34]([N:37]3[CH2:41][C:40](=[O:42])[NH:39][C:38]3=[O:43])(=[O:36])=[O:35])=[CH:30][CH:29]=2)[CH2:24][CH2:23]1.C(O[BH-](OC(=O)C)OC(=O)C)(=O)C.[Na+], predict the reaction product. The product is: [OH:20][C@H:7]([CH2:8][O:9][C:10]1[C:18]2[NH:17][C:16](=[O:19])[NH:15][C:14]=2[CH:13]=[CH:12][CH:11]=1)[CH2:6][NH:5][CH:22]1[CH2:23][CH2:24][N:25]([C:28]2[CH:29]=[CH:30][C:31]([S:34]([N:37]3[CH2:41][C:40](=[O:42])[NH:39][C:38]3=[O:43])(=[O:36])=[O:35])=[CH:32][CH:33]=2)[CH2:26][CH2:27]1. (5) Given the reactants [Cl:1][C:2]1[CH:3]=[C:4]([N:8]2[C:12]([CH2:13][NH:14][C:15](=[O:23])OC3C=CC=CC=3)=[CH:11][C:10]([C:24]([F:27])([F:26])[F:25])=[N:9]2)[CH:5]=[CH:6][CH:7]=1.C(N(CC)CC)C.[NH2:35][C:36]1[CH:37]=[CH:38][C:39]([N:42]2[CH2:45][CH:44]([OH:46])[CH2:43]2)=[N:40][CH:41]=1, predict the reaction product. The product is: [Cl:1][C:2]1[CH:3]=[C:4]([N:8]2[C:12]([CH2:13][NH:14][C:15]([NH:35][C:36]3[CH:41]=[N:40][C:39]([N:42]4[CH2:43][CH:44]([OH:46])[CH2:45]4)=[CH:38][CH:37]=3)=[O:23])=[CH:11][C:10]([C:24]([F:25])([F:26])[F:27])=[N:9]2)[CH:5]=[CH:6][CH:7]=1. (6) Given the reactants [F:1][C:2]1[CH:7]=[CH:6][C:5]([C:8]2[C:9]3[CH:18]=[CH:17][N:16](S(C4C=CC(C)=CC=4)(=O)=O)[C:10]=3[N:11]=[C:12]([C:14]#[N:15])[N:13]=2)=[CH:4][C:3]=1[C:29]([F:32])([F:31])[F:30], predict the reaction product. The product is: [F:1][C:2]1[CH:7]=[CH:6][C:5]([C:8]2[C:9]3[CH:18]=[CH:17][NH:16][C:10]=3[N:11]=[C:12]([C:14]#[N:15])[N:13]=2)=[CH:4][C:3]=1[C:29]([F:30])([F:31])[F:32]. (7) Given the reactants [Si]([O:8][CH2:9][C@H:10]1[O:14][C@@H:13]([N:15]2[CH:43]=[CH:42][C:19]([NH:20][C:21]([C:36]3[CH:41]=[CH:40][CH:39]=[CH:38][CH:37]=3)([C:30]3[CH:35]=[CH:34][CH:33]=[CH:32][CH:31]=3)[C:22]3[CH:27]=[CH:26][C:25]([O:28][CH3:29])=[CH:24][CH:23]=3)=[N:18][C:16]2=[O:17])[C@H:12]([O:44][CH3:45])[C@@H:11]1[O:46][C:47](=[O:53])[CH2:48][CH2:49][C:50]([CH3:52])=[O:51])(C(C)(C)C)(C)C.C1COCC1.[F-].C([N+](CCCC)(CCCC)CCCC)CCC, predict the reaction product. The product is: [C:47]([O:46][C@@H:11]1[C@@H:10]([CH2:9][OH:8])[O:14][C@@H:13]([N:15]2[CH:43]=[CH:42][C:19]([NH:20][C:21]([C:30]3[CH:31]=[CH:32][CH:33]=[CH:34][CH:35]=3)([C:36]3[CH:37]=[CH:38][CH:39]=[CH:40][CH:41]=3)[C:22]3[CH:27]=[CH:26][C:25]([O:28][CH3:29])=[CH:24][CH:23]=3)=[N:18][C:16]2=[O:17])[C@@H:12]1[O:44][CH3:45])(=[O:53])[CH2:48][CH2:49][C:50]([CH3:52])=[O:51]. (8) Given the reactants [O:1]=[CH:2][C:3]1[CH:11]=[CH:10][CH:9]=[C:6]([O:7][CH3:8])[C:4]=1[OH:5].[OH2:12], predict the reaction product. The product is: [O:1]=[CH:2][C:3]1[CH:11]=[CH:10][CH:9]=[C:6]([O:7][CH3:8])[C:4]=1[OH:5].[O:1]=[CH:2][C:3]1[CH:11]=[CH:10][C:9]([OH:12])=[C:6]([O:7][CH3:8])[CH:4]=1.[CH:2](=[O:1])[C:3]1[C:4](=[CH:6][CH:9]=[CH:10][CH:11]=1)[OH:5].[CH:2](=[O:1])[C:3]1[CH:11]=[CH:10][CH:9]=[CH:6][CH:4]=1.